Dataset: Catalyst prediction with 721,799 reactions and 888 catalyst types from USPTO. Task: Predict which catalyst facilitates the given reaction. (1) Reactant: [S:1]1[C:9]2[CH:8]=[C:7]([C:10]([O:12]C)=[O:11])[N:6]=[CH:5][C:4]=2[CH:3]=[CH:2]1.[OH-].[Na+]. Product: [S:1]1[C:9]2[CH:8]=[C:7]([C:10]([OH:12])=[O:11])[N:6]=[CH:5][C:4]=2[CH:3]=[CH:2]1. The catalyst class is: 24. (2) Reactant: [NH:1]1[C@@H:14]2[C@@H:5]([CH2:6][CH2:7][C:8]3[C:13]2=[N:12][CH:11]=[CH:10][CH:9]=3)[CH2:4][CH2:3][CH2:2]1.C(=O)([O-])[O-].[K+].[K+].Cl[CH2:22][C:23]1[N:24]=[C:25]2[CH:30]=[CH:29][CH:28]=[C:27]([F:31])[N:26]2[CH:32]=1.[I-].[K+]. Product: [F:31][C:27]1[N:26]2[CH:32]=[C:23]([CH2:22][N:12]3[C@@H:13]4[C@@H:8]([CH2:7][CH2:6][C:5]5[C:14]4=[N:1][CH:2]=[CH:3][CH:4]=5)[CH2:9][CH2:10][CH2:11]3)[N:24]=[C:25]2[CH:30]=[CH:29][CH:28]=1. The catalyst class is: 10.